From a dataset of HIV replication inhibition screening data with 41,000+ compounds from the AIDS Antiviral Screen. Binary Classification. Given a drug SMILES string, predict its activity (active/inactive) in a high-throughput screening assay against a specified biological target. The molecule is Br.c1ccc2c(c1)C(=NCCCN1CCCCCCC1)c1cccn1-2. The result is 0 (inactive).